Dataset: NCI-60 drug combinations with 297,098 pairs across 59 cell lines. Task: Regression. Given two drug SMILES strings and cell line genomic features, predict the synergy score measuring deviation from expected non-interaction effect. Drug 1: CS(=O)(=O)OCCCCOS(=O)(=O)C. Drug 2: C1=NNC2=C1C(=O)NC=N2. Cell line: OVCAR-8. Synergy scores: CSS=9.67, Synergy_ZIP=-2.14, Synergy_Bliss=1.75, Synergy_Loewe=1.75, Synergy_HSA=1.94.